Dataset: Forward reaction prediction with 1.9M reactions from USPTO patents (1976-2016). Task: Predict the product of the given reaction. The product is: [Cl:25][C:20]1[CH:21]=[CH:22][CH:23]=[CH:24][C:19]=1[C:8]([NH:9][C:12]1[CH:17]=[CH:16][C:15]([Cl:18])=[CH:14][CH:13]=1)=[NH:7]. Given the reactants C(OC(C1[N:7]=[C:8]([C:19]2[CH:24]=[CH:23][CH:22]=[CH:21][C:20]=2[Cl:25])[N:9]([C:12]2[CH:17]=[CH:16][C:15]([Cl:18])=[CH:14][CH:13]=2)C=1Br)=O)C.C([Li])(C)(C)C.CN(C=O)C, predict the reaction product.